Dataset: Forward reaction prediction with 1.9M reactions from USPTO patents (1976-2016). Task: Predict the product of the given reaction. (1) Given the reactants [OH-].[Li+].[F:3][C:4]1[CH:5]=[C:6]([C:11]2[CH:16]=[CH:15][C:14]([C:17]([NH:19][C:20]3([C:28]([O:30]C)=[O:29])[CH2:27][CH2:26][CH2:25][CH2:24][CH2:23][CH2:22][CH2:21]3)=[O:18])=[C:13]([NH:32][C:33]([NH:35][C:36]3[C:41]([CH3:42])=[CH:40][C:39]([CH3:43])=[CH:38][C:37]=3[CH3:44])=[O:34])[CH:12]=2)[CH:7]=[CH:8][C:9]=1[F:10].CO.O, predict the reaction product. The product is: [F:3][C:4]1[CH:5]=[C:6]([C:11]2[CH:16]=[CH:15][C:14]([C:17]([NH:19][C:20]3([C:28]([OH:30])=[O:29])[CH2:21][CH2:22][CH2:23][CH2:24][CH2:25][CH2:26][CH2:27]3)=[O:18])=[C:13]([NH:32][C:33]([NH:35][C:36]3[C:41]([CH3:42])=[CH:40][C:39]([CH3:43])=[CH:38][C:37]=3[CH3:44])=[O:34])[CH:12]=2)[CH:7]=[CH:8][C:9]=1[F:10]. (2) Given the reactants [CH2:1]([N:3]1[CH:7]=[C:6]([NH:8][C:9]2[N:14]=[CH:13][N:12]=[C:11]([C:15]3[CH:16]=[CH:17][C:18]([O:23][C@H:24]4[CH2:29][CH2:28][NH:27][CH2:26][C@H:25]4[F:30])=[C:19]([CH:22]=3)[C:20]#[N:21])[N:10]=2)[C:5]([CH3:31])=[N:4]1)[CH3:2].[C:32](O)(=[O:35])[CH2:33][OH:34].C(N(CC)C(C)C)(C)C.CN(C(ON1N=NC2C=CC=NC1=2)=[N+](C)C)C.F[P-](F)(F)(F)(F)F, predict the reaction product. The product is: [CH2:1]([N:3]1[CH:7]=[C:6]([NH:8][C:9]2[N:14]=[CH:13][N:12]=[C:11]([C:15]3[CH:16]=[CH:17][C:18]([O:23][C@H:24]4[CH2:29][CH2:28][N:27]([C:33](=[O:34])[CH2:32][OH:35])[CH2:26][C@H:25]4[F:30])=[C:19]([CH:22]=3)[C:20]#[N:21])[N:10]=2)[C:5]([CH3:31])=[N:4]1)[CH3:2]. (3) Given the reactants [NH:1]1[CH:5]=[CH:4][N:3]=[C:2]1C=O.[C:8](=[O:11])([O-])[O-].[Na+].[Na+].[CH2:14](Br)[C:15]1[CH:20]=[CH:19][CH:18]=[CH:17][CH:16]=1, predict the reaction product. The product is: [CH2:14]([N:3]1[CH:4]=[C:5]([CH:8]=[O:11])[N:1]=[CH:2]1)[C:15]1[CH:20]=[CH:19][CH:18]=[CH:17][CH:16]=1. (4) Given the reactants [OH:1][CH2:2][C@H:3]1[N:8]([C:9]([C:11]2[CH:15]=[C:14]([CH3:16])[N:13]([C:17]3[CH:22]=[CH:21][CH:20]=[CH:19][CH:18]=3)[C:12]=2[C:23]2[CH:28]=[CH:27][CH:26]=[CH:25][CH:24]=2)=[O:10])[CH2:7][CH2:6][N:5]([C:29]([O:31][C:32]([CH3:35])([CH3:34])[CH3:33])=[O:30])[CH2:4]1.N1C=CC=CC=1, predict the reaction product. The product is: [CH:2]([C@H:3]1[N:8]([C:9]([C:11]2[CH:15]=[C:14]([CH3:16])[N:13]([C:17]3[CH:22]=[CH:21][CH:20]=[CH:19][CH:18]=3)[C:12]=2[C:23]2[CH:28]=[CH:27][CH:26]=[CH:25][CH:24]=2)=[O:10])[CH2:7][CH2:6][N:5]([C:29]([O:31][C:32]([CH3:35])([CH3:34])[CH3:33])=[O:30])[CH2:4]1)=[O:1]. (5) The product is: [CH3:30][C:31]([CH3:35])([CH3:34])[CH2:32][NH:33][C:27]([CH:9]1[CH:8]([C:4]2[CH:5]=[CH:6][CH:7]=[C:2]([Cl:1])[CH:3]=2)[C:12]([C:15]2[CH:16]=[CH:17][C:18]([Cl:21])=[CH:19][CH:20]=2)([C:13]#[N:14])[CH:11]([CH2:22][C:23]([CH3:24])([CH3:25])[CH3:26])[NH:10]1)=[O:29]. Given the reactants [Cl:1][C:2]1[CH:3]=[C:4]([CH:8]2[C:12]([C:15]3[CH:20]=[CH:19][C:18]([Cl:21])=[CH:17][CH:16]=3)([C:13]#[N:14])[CH:11]([CH2:22][C:23]([CH3:26])([CH3:25])[CH3:24])[NH:10][CH:9]2[C:27]([OH:29])=O)[CH:5]=[CH:6][CH:7]=1.[CH3:30][C:31]([CH3:35])([CH3:34])[CH2:32][NH2:33].CN(C(ON1N=NC2C=CC=NC1=2)=[N+](C)C)C.F[P-](F)(F)(F)(F)F.CCN(C(C)C)C(C)C, predict the reaction product. (6) Given the reactants [F:1][C:2]1[CH:8]=[C:7]([O:9][C:10]2[CH:15]=[CH:14][N:13]=[C:12]([N:16](OC)[CH3:17])[CH:11]=2)[CH:6]=[CH:5][C:3]=1[NH2:4], predict the reaction product. The product is: [NH2:4][C:3]1[CH:5]=[CH:6][C:7]([O:9][C:10]2[CH:15]=[CH:14][N:13]=[C:12]([NH:16][CH3:17])[CH:11]=2)=[CH:8][C:2]=1[F:1]. (7) Given the reactants [OH:1][C@H:2]1[CH2:6][N:5]([C:7](=[O:15])[CH2:8][C:9]2[O:13][N:12]=[C:11]([CH3:14])[CH:10]=2)[C@H:4]([C:16]([OH:18])=O)[CH2:3]1.[C:19]1([C:27]2[CH:32]=[CH:31][CH:30]=[CH:29][CH:28]=2)[CH:24]=[CH:23][C:22]([CH2:25][NH2:26])=[CH:21][CH:20]=1.CCN(C(C)C)C(C)C.CN(C(ON1N=NC2C=CC=NC1=2)=[N+](C)C)C.F[P-](F)(F)(F)(F)F, predict the reaction product. The product is: [C:19]1([C:27]2[CH:28]=[CH:29][CH:30]=[CH:31][CH:32]=2)[CH:20]=[CH:21][C:22]([CH2:25][NH:26][C:16]([C@@H:4]2[CH2:3][C@@H:2]([OH:1])[CH2:6][N:5]2[C:7](=[O:15])[CH2:8][C:9]2[O:13][N:12]=[C:11]([CH3:14])[CH:10]=2)=[O:18])=[CH:23][CH:24]=1. (8) Given the reactants FC(F)(F)[C:3]([NH:5][CH2:6][CH2:7][C:8]1[CH:13]=[CH:12][C:11]([S:14][C:15]2[CH:20]=[CH:19][N:18]=[C:17]([C:21]([O:23][CH2:24]C)=[O:22])[CH:16]=2)=[CH:10][CH:9]=1)=[O:4].[OH-:28].[Na+].Cl, predict the reaction product. The product is: [C:8]([O:28][C:3]([NH:5][CH2:6][CH2:7][C:8]1[CH:9]=[CH:10][C:11]([S:14][C:15]2[CH:20]=[CH:19][N:18]=[C:17]([C:21]([O:23][CH3:24])=[O:22])[CH:16]=2)=[CH:12][CH:13]=1)=[O:4])([CH3:13])([CH3:9])[CH3:7].